The task is: Regression. Given a peptide amino acid sequence and an MHC pseudo amino acid sequence, predict their binding affinity value. This is MHC class I binding data.. This data is from Peptide-MHC class I binding affinity with 185,985 pairs from IEDB/IMGT. (1) The peptide sequence is FEDLRLLSFI. The MHC is HLA-B44:03 with pseudo-sequence HLA-B44:03. The binding affinity (normalized) is 0.0766. (2) The peptide sequence is LPNDRVLDI. The MHC is HLA-B07:02 with pseudo-sequence HLA-B07:02. The binding affinity (normalized) is 0.178.